Dataset: Peptide-MHC class II binding affinity with 134,281 pairs from IEDB. Task: Regression. Given a peptide amino acid sequence and an MHC pseudo amino acid sequence, predict their binding affinity value. This is MHC class II binding data. (1) The peptide sequence is QMSIQLINKAVNALI. The MHC is DRB1_0401 with pseudo-sequence DRB1_0401. The binding affinity (normalized) is 0.686. (2) The peptide sequence is VPEKYTIGATYAPEE. The MHC is DRB1_0701 with pseudo-sequence DRB1_0701. The binding affinity (normalized) is 0.424.